The task is: Predict which catalyst facilitates the given reaction.. This data is from Catalyst prediction with 721,799 reactions and 888 catalyst types from USPTO. (1) Reactant: [NH2:1][C@H:2]1[CH2:6][C@H:5]([OH:7])[C@H:4]([CH2:8][OH:9])[CH2:3]1.C(N(CC)CC)C.[Cl:17][C:18]1[C:23]([CH2:24][CH:25]=O)=[C:22](Cl)[N:21]=[CH:20][N:19]=1. Product: [Cl:17][C:18]1[C:23]2[CH:24]=[CH:25][N:1]([C@H:2]3[CH2:6][C@H:5]([OH:7])[C@H:4]([CH2:8][OH:9])[CH2:3]3)[C:22]=2[N:21]=[CH:20][N:19]=1. The catalyst class is: 41. (2) Reactant: [Cl:1][C:2]1[CH:7]=[CH:6][CH:5]=[C:4]([CH2:8][N+:9]([O-:11])=[O:10])[CH:3]=1.[C:12]([O:16][CH3:17])(=[O:15])[CH:13]=[CH2:14]. Product: [CH3:17][O:16][C:12](=[O:15])[CH2:13][CH2:14][CH:8]([C:4]1[CH:5]=[CH:6][CH:7]=[C:2]([Cl:1])[CH:3]=1)[N+:9]([O-:11])=[O:10]. The catalyst class is: 12. (3) Reactant: [NH:1]1[C:9]2[C:4](=[CH:5][CH:6]=[CH:7][CH:8]=2)[C:3]([CH:10]=[O:11])=[CH:2]1.[H-].[Na+].[I-].[K+].Br[CH2:17][CH2:18][O:19][CH3:20]. Product: [CH3:20][O:19][CH2:18][CH2:17][N:1]1[C:9]2[C:4](=[CH:5][CH:6]=[CH:7][CH:8]=2)[C:3]([CH:10]=[O:11])=[CH:2]1. The catalyst class is: 3. (4) Reactant: [CH3:1][O:2][C:3](=[O:12])[NH:4][C:5]1[CH:10]=[CH:9][CH:8]=[C:7]([F:11])[CH:6]=1.C([Li])(CC)C.[I:18]I. Product: [CH3:1][O:2][C:3](=[O:12])[NH:4][C:5]1[CH:10]=[CH:9][CH:8]=[C:7]([F:11])[C:6]=1[I:18]. The catalyst class is: 7. (5) Reactant: COC(C1SC2N(C(=O)N(CC3C=CC=CC=3)C(=O)C=2)C=1)=O.C[O:24][C:25]([C:27]1[S:35][C:34]2[N:29]([C:30](=[O:45])[N:31](CC3C=CC=CC=3)[C:32](=[O:37])[C:33]=2[CH3:36])[CH:28]=1)=[O:26].[Cl-].[Al+3].[Cl-].[Cl-].[OH-].[Na+].Cl. Product: [CH3:36][C:33]1[C:32](=[O:37])[NH:31][C:30](=[O:45])[N:29]2[CH:28]=[C:27]([C:25]([OH:26])=[O:24])[S:35][C:34]=12. The catalyst class is: 48. (6) Reactant: [CH2:1]([O:3][C:4]1[CH:9]=[C:8]([O:10]CC2C=CC(OC)=CC=2)[N:7]=[CH:6][C:5]=1[C:20]1[CH:25]=[CH:24][C:23]([CH2:26][C:27]([NH:29][C:30]2[O:34][N:33]=[C:32]([C:35]([CH3:41])([CH3:40])[C:36]([F:39])([F:38])[F:37])[CH:31]=2)=[O:28])=[C:22]([F:42])[CH:21]=1)[CH3:2].C(O)(C(F)(F)F)=O. Product: [CH2:1]([O:3][C:4]1[C:5]([C:20]2[CH:25]=[CH:24][C:23]([CH2:26][C:27]([NH:29][C:30]3[O:34][N:33]=[C:32]([C:35]([CH3:41])([CH3:40])[C:36]([F:38])([F:39])[F:37])[CH:31]=3)=[O:28])=[C:22]([F:42])[CH:21]=2)=[CH:6][NH:7][C:8](=[O:10])[CH:9]=1)[CH3:2]. The catalyst class is: 2. (7) Reactant: [C:1]([C:3]1[CH:11]=[CH:10][C:6]([C:7](Cl)=[O:8])=[CH:5][CH:4]=1)#[N:2].[Cl:12][C:13]1[CH:18]=[C:17]([C:19]([F:31])([C:27]([F:30])([F:29])[F:28])[C:20]([F:26])([F:25])[C:21]([F:24])([F:23])[F:22])[CH:16]=[C:15]([Cl:32])[C:14]=1[N:33]1[CH:37]=[C:36]([C:38]2[CH:39]=[C:40]([NH2:44])[CH:41]=[CH:42][CH:43]=2)[N:35]=[N:34]1.N1C=CC=CC=1. Product: [C:1]([C:3]1[CH:11]=[CH:10][C:6]([C:7]([NH:44][C:40]2[CH:41]=[CH:42][CH:43]=[C:38]([C:36]3[N:35]=[N:34][N:33]([C:14]4[C:13]([Cl:12])=[CH:18][C:17]([C:19]([F:31])([C:27]([F:28])([F:30])[F:29])[C:20]([F:25])([F:26])[C:21]([F:22])([F:23])[F:24])=[CH:16][C:15]=4[Cl:32])[CH:37]=3)[CH:39]=2)=[O:8])=[CH:5][CH:4]=1)#[N:2]. The catalyst class is: 1. (8) Reactant: C(OC(=O)[NH:7][CH2:8][CH2:9][NH:10][CH:11]([C:23]1[CH:28]=[CH:27][C:26]([Cl:29])=[CH:25][CH:24]=1)[C:12]1[CH:17]=[CH:16][C:15]([C:18]2[CH:19]=[N:20][NH:21][CH:22]=2)=[CH:14][CH:13]=1)(C)(C)C.Cl.CO. Product: [Cl:29][C:26]1[CH:27]=[CH:28][C:23]([CH:11]([C:12]2[CH:17]=[CH:16][C:15]([C:18]3[CH:22]=[N:21][NH:20][CH:19]=3)=[CH:14][CH:13]=2)[NH:10][CH2:9][CH2:8][NH2:7])=[CH:24][CH:25]=1. The catalyst class is: 27. (9) Reactant: [OH:1][CH2:2][C:3]1[CH:4]=[CH:5][C:6]([C:9]([N:11]2[CH2:16][CH2:15][N:14]([CH:17]([CH3:19])[CH3:18])[CH2:13][CH2:12]2)=[O:10])=[N:7][CH:8]=1. Product: [CH:17]([N:14]1[CH2:13][CH2:12][N:11]([C:9]([C:6]2[N:7]=[CH:8][C:3]([CH:2]=[O:1])=[CH:4][CH:5]=2)=[O:10])[CH2:16][CH2:15]1)([CH3:19])[CH3:18]. The catalyst class is: 177.